Dataset: Forward reaction prediction with 1.9M reactions from USPTO patents (1976-2016). Task: Predict the product of the given reaction. Given the reactants Cl[S:2]([OH:5])(=O)=[O:3].[F:6][C:7]1[CH:11]=[CH:10][N:9]([CH3:12])[C:8]=1[C:13]([O:15][CH2:16][CH3:17])=[O:14].[CH3:18][C:19]1([NH2:23])[CH2:22][O:21][CH2:20]1, predict the reaction product. The product is: [F:6][C:7]1[C:11]([S:2](=[O:5])(=[O:3])[NH:23][C:19]2([CH3:18])[CH2:22][O:21][CH2:20]2)=[CH:10][N:9]([CH3:12])[C:8]=1[C:13]([O:15][CH2:16][CH3:17])=[O:14].